This data is from NCI-60 drug combinations with 297,098 pairs across 59 cell lines. The task is: Regression. Given two drug SMILES strings and cell line genomic features, predict the synergy score measuring deviation from expected non-interaction effect. Drug 1: C1=CN(C(=O)N=C1N)C2C(C(C(O2)CO)O)O.Cl. Drug 2: C1CNP(=O)(OC1)N(CCCl)CCCl. Cell line: TK-10. Synergy scores: CSS=23.0, Synergy_ZIP=-5.05, Synergy_Bliss=1.09, Synergy_Loewe=-57.6, Synergy_HSA=2.43.